This data is from Forward reaction prediction with 1.9M reactions from USPTO patents (1976-2016). The task is: Predict the product of the given reaction. (1) Given the reactants Br[CH2:2][C:3]1[CH:26]=[CH:25][CH:24]=[CH:23][C:4]=1[C:5]([C:7]1[CH:12]=[C:11]([Cl:13])[CH:10]=[CH:9][C:8]=1[NH:14]C(=O)C1C=CC=CC=1)=[O:6].[CH3:27][NH:28][CH3:29].[OH-].[K+], predict the reaction product. The product is: [NH2:14][C:8]1[CH:9]=[CH:10][C:11]([Cl:13])=[CH:12][C:7]=1[C:5]([C:4]1[CH:23]=[CH:24][CH:25]=[CH:26][C:3]=1[CH2:2][N:28]([CH3:29])[CH3:27])=[O:6]. (2) Given the reactants [F:1][C:2]1[CH:7]=[CH:6][CH:5]=[C:4]([F:8])[C:3]=1[CH:9]([S:13]([C:16]1[CH:21]=[CH:20][C:19]([CH3:22])=[CH:18][CH:17]=1)(=[O:15])=[O:14])[NH:10][CH:11]=O.P(Cl)(Cl)(Cl)=O.N1C(C)=CC=CC=1C, predict the reaction product. The product is: [C:19]1([CH3:22])[CH:18]=[CH:17][C:16]([S:13]([CH:9]([N+:10]#[C-:11])[C:3]2[C:2]([F:1])=[CH:7][CH:6]=[CH:5][C:4]=2[F:8])(=[O:15])=[O:14])=[CH:21][CH:20]=1. (3) Given the reactants [Br-:1].[C:2]([CH2:5][CH2:6][CH2:7][P+:8]([C:21]1[CH:26]=[CH:25][CH:24]=[CH:23][CH:22]=1)([C:15]1[CH:20]=[CH:19][CH:18]=[CH:17][CH:16]=1)[C:9]1[CH:14]=[CH:13][CH:12]=[CH:11][CH:10]=1)(O)=[O:3].C1N=CN(C(N2C=NC=C2)=O)C=1.[NH2:39][CH2:40][CH2:41][NH:42][C:43]([O:45][C:46]([CH3:49])([CH3:48])[CH3:47])=[O:44], predict the reaction product. The product is: [Br-:1].[CH3:47][C:46]([CH3:49])([CH3:48])[O:45][C:43](=[O:44])[NH:42][CH2:41][CH2:40][NH:39][C:2](=[O:3])[CH2:5][CH2:6][CH2:7][P+:8]([C:21]1[CH:26]=[CH:25][CH:24]=[CH:23][CH:22]=1)([C:9]1[CH:10]=[CH:11][CH:12]=[CH:13][CH:14]=1)[C:15]1[CH:20]=[CH:19][CH:18]=[CH:17][CH:16]=1. (4) The product is: [C:1]([O:28][CH2:27][CH2:26][S:25][CH2:24][C:21]1[CH:22]=[CH:23][C:18]([C:15]2[CH:16]=[CH:17][C:12]([CH2:11][S:10][CH2:9][CH2:8][O:7][C:3](=[O:29])[C:2]([CH3:4])=[CH2:1])=[CH:13][CH:14]=2)=[CH:19][CH:20]=1)(=[O:5])[C:2]([CH3:4])=[CH2:3]. Given the reactants [C:1](Cl)(=[O:5])[C:2]([CH3:4])=[CH2:3].[OH:7][CH2:8][CH2:9][S:10][CH2:11][C:12]1[CH:17]=[CH:16][C:15]([C:18]2[CH:23]=[CH:22][C:21]([CH2:24][S:25][CH2:26][CH2:27][OH:28])=[CH:20][CH:19]=2)=[CH:14][CH:13]=1.[OH-:29].[K+], predict the reaction product. (5) Given the reactants [Cl:1][C:2]1[N:3]=[CH:4][C:5]([C:8](Cl)=[O:9])=[N:6][CH:7]=1.C(N(CC)CC)C.[NH2:18][C@@H:19]([CH3:35])[CH2:20][N:21]1[CH:25]=[CH:24][C:23]([C:26]2[CH:33]=[CH:32][C:29]([C:30]#[N:31])=[C:28]([Cl:34])[CH:27]=2)=[N:22]1, predict the reaction product. The product is: [Cl:1][C:2]1[N:3]=[CH:4][C:5]([C:8]([NH:18][C@@H:19]([CH3:35])[CH2:20][N:21]2[CH:25]=[CH:24][C:23]([C:26]3[CH:33]=[CH:32][C:29]([C:30]#[N:31])=[C:28]([Cl:34])[CH:27]=3)=[N:22]2)=[O:9])=[N:6][CH:7]=1.